The task is: Predict the product of the given reaction.. This data is from Forward reaction prediction with 1.9M reactions from USPTO patents (1976-2016). (1) Given the reactants [NH2:1][C@@H:2]1[CH2:6][N:5]([C:7]([O:9][C:10]([CH3:13])([CH3:12])[CH3:11])=[O:8])[C@H:4]([C:14]([O:16][CH3:17])=[O:15])[CH2:3]1.[C:18](Cl)(=[O:25])[O:19][CH2:20][C:21]([Cl:24])([Cl:23])[Cl:22].CCN(C(C)C)C(C)C.O, predict the reaction product. The product is: [CH3:17][O:16][C:14]([C@@H:4]1[CH2:3][C@H:2]([NH:1][C:18]([O:19][CH2:20][C:21]([Cl:24])([Cl:23])[Cl:22])=[O:25])[CH2:6][N:5]1[C:7]([O:9][C:10]([CH3:11])([CH3:12])[CH3:13])=[O:8])=[O:15]. (2) The product is: [CH3:1][O:2][CH2:3][CH2:4][NH:5][CH2:13][C:14]([O:16][CH3:17])=[O:15]. Given the reactants [CH3:1][O:2][CH2:3][CH2:4][NH2:5].C(=O)([O-])[O-].[K+].[K+].Br[CH2:13][C:14]([O:16][CH3:17])=[O:15], predict the reaction product. (3) Given the reactants [CH3:1][O:2][C:3](=[O:39])[CH2:4][C@H:5]1[C:9]2[CH:10]=[CH:11][C:12]([O:14][CH2:15][C:16]3[CH:17]=[C:18]([C:22]4[C:27]([CH3:28])=[CH:26][C:25]([O:29][Si](C(C)(C)C)(C)C)=[C:24]([Cl:37])[C:23]=4[CH3:38])[CH:19]=[CH:20][CH:21]=3)=[CH:13][C:8]=2[O:7][CH2:6]1.O1CCCC1.[F-].C([N+](CCCC)(CCCC)CCCC)CCC, predict the reaction product. The product is: [CH3:1][O:2][C:3](=[O:39])[CH2:4][C@H:5]1[C:9]2[CH:10]=[CH:11][C:12]([O:14][CH2:15][C:16]3[CH:17]=[C:18]([C:22]4[C:27]([CH3:28])=[CH:26][C:25]([OH:29])=[C:24]([Cl:37])[C:23]=4[CH3:38])[CH:19]=[CH:20][CH:21]=3)=[CH:13][C:8]=2[O:7][CH2:6]1. (4) Given the reactants C([O:3][C:4]([C:6]1[N:7]([CH2:14][CH2:15][CH:16]([CH3:18])[CH3:17])[CH:8]=[C:9]([N+:11]([O-:13])=[O:12])[CH:10]=1)=[O:5])C.[OH-].[Na+], predict the reaction product. The product is: [CH3:17][CH:16]([CH3:18])[CH2:15][CH2:14][N:7]1[CH:8]=[C:9]([N+:11]([O-:13])=[O:12])[CH:10]=[C:6]1[C:4]([OH:5])=[O:3].